Dataset: TCR-epitope binding with 47,182 pairs between 192 epitopes and 23,139 TCRs. Task: Binary Classification. Given a T-cell receptor sequence (or CDR3 region) and an epitope sequence, predict whether binding occurs between them. (1) The epitope is QYDPVAALF. The TCR CDR3 sequence is CSGRGVAYNSPLHF. Result: 0 (the TCR does not bind to the epitope). (2) The epitope is LLQTGIHVRVSQPSL. The TCR CDR3 sequence is CASYSGLASTDTQYF. Result: 1 (the TCR binds to the epitope). (3) The epitope is KLSYGIATV. The TCR CDR3 sequence is CASMYGLAGGPNQETQYF. Result: 0 (the TCR does not bind to the epitope). (4) The epitope is ILHCANFNV. The TCR CDR3 sequence is CASSSEWTGRMTYNEQFF. Result: 1 (the TCR binds to the epitope). (5) The epitope is YEGNSPFHPL. The TCR CDR3 sequence is CASSQASLAGRNEQFF. Result: 1 (the TCR binds to the epitope). (6) The epitope is LLQTGIHVRVSQPSL. The TCR CDR3 sequence is CASSLLDRVLAGELFF. Result: 0 (the TCR does not bind to the epitope). (7) The epitope is GMFNMLSTVLGVS. Result: 0 (the TCR does not bind to the epitope). The TCR CDR3 sequence is CASSLVGQLYEQYF.